Task: Regression. Given two drug SMILES strings and cell line genomic features, predict the synergy score measuring deviation from expected non-interaction effect.. Dataset: NCI-60 drug combinations with 297,098 pairs across 59 cell lines (1) Drug 1: CC1=C(C=C(C=C1)NC2=NC=CC(=N2)N(C)C3=CC4=NN(C(=C4C=C3)C)C)S(=O)(=O)N.Cl. Drug 2: C1=NC2=C(N=C(N=C2N1C3C(C(C(O3)CO)O)O)F)N. Cell line: UO-31. Synergy scores: CSS=11.1, Synergy_ZIP=8.97, Synergy_Bliss=11.3, Synergy_Loewe=9.45, Synergy_HSA=10.8. (2) Drug 1: C1=C(C(=O)NC(=O)N1)N(CCCl)CCCl. Drug 2: CC1=C(N=C(N=C1N)C(CC(=O)N)NCC(C(=O)N)N)C(=O)NC(C(C2=CN=CN2)OC3C(C(C(C(O3)CO)O)O)OC4C(C(C(C(O4)CO)O)OC(=O)N)O)C(=O)NC(C)C(C(C)C(=O)NC(C(C)O)C(=O)NCCC5=NC(=CS5)C6=NC(=CS6)C(=O)NCCC[S+](C)C)O. Cell line: SW-620. Synergy scores: CSS=38.5, Synergy_ZIP=9.02, Synergy_Bliss=8.79, Synergy_Loewe=7.48, Synergy_HSA=7.96. (3) Drug 1: C1=NC2=C(N1)C(=S)N=CN2. Drug 2: COC1=NC(=NC2=C1N=CN2C3C(C(C(O3)CO)O)O)N. Cell line: M14. Synergy scores: CSS=-5.66, Synergy_ZIP=6.05, Synergy_Bliss=6.35, Synergy_Loewe=-1.68, Synergy_HSA=-1.74. (4) Drug 1: CC1=C(C(CCC1)(C)C)C=CC(=CC=CC(=CC(=O)O)C)C. Drug 2: CCC1=C2CN3C(=CC4=C(C3=O)COC(=O)C4(CC)O)C2=NC5=C1C=C(C=C5)O. Cell line: SK-MEL-28. Synergy scores: CSS=7.43, Synergy_ZIP=-2.46, Synergy_Bliss=2.06, Synergy_Loewe=-10.4, Synergy_HSA=-1.50. (5) Drug 1: C#CCC(CC1=CN=C2C(=N1)C(=NC(=N2)N)N)C3=CC=C(C=C3)C(=O)NC(CCC(=O)O)C(=O)O. Drug 2: CC1CCCC2(C(O2)CC(NC(=O)CC(C(C(=O)C(C1O)C)(C)C)O)C(=CC3=CSC(=N3)C)C)C. Cell line: PC-3. Synergy scores: CSS=41.7, Synergy_ZIP=1.94, Synergy_Bliss=1.99, Synergy_Loewe=4.03, Synergy_HSA=3.33.